The task is: Predict the reactants needed to synthesize the given product.. This data is from Full USPTO retrosynthesis dataset with 1.9M reactions from patents (1976-2016). (1) Given the product [Br:14][CH2:15][CH2:16][CH2:17][N:11]1[CH2:12][CH2:13][N:8]([C:6]2[CH:5]=[CH:4][CH:3]=[C:2]([F:1])[N:7]=2)[CH2:9][CH2:10]1, predict the reactants needed to synthesize it. The reactants are: [F:1][C:2]1[N:7]=[C:6]([N:8]2[CH2:13][CH2:12][NH:11][CH2:10][CH2:9]2)[CH:5]=[CH:4][CH:3]=1.[Br:14][CH2:15][CH2:16][CH2:17]Br.C(=O)([O-])[O-].[K+].[K+]. (2) The reactants are: [C:1]([O:5][C:6]([N:8]([CH3:14])[C@@H:9]([CH3:13])[C:10]([OH:12])=O)=[O:7])([CH3:4])([CH3:3])[CH3:2].CN(C(ON1N=NC2C=CC=NC1=2)=[N+](C)C)C.F[P-](F)(F)(F)(F)F.Cl.[CH2:40]([O:42][C:43]([C@@H:45]1[CH2:53][C:52]2[C:47](=[CH:48][CH:49]=[CH:50][CH:51]=2)[N:46]1[C:54](=[O:63])[C@@H:55]([NH2:62])[C:56]1[CH:61]=[CH:60][CH:59]=[CH:58][CH:57]=1)=[O:44])[CH3:41].C(N(C(C)C)CC)(C)C. Given the product [CH2:40]([O:42][C:43]([C@@H:45]1[CH2:53][C:52]2[C:47](=[CH:48][CH:49]=[CH:50][CH:51]=2)[N:46]1[C:54](=[O:63])[C@@H:55]([NH:62][C:10](=[O:12])[C@@H:9]([N:8]([C:6]([O:5][C:1]([CH3:2])([CH3:3])[CH3:4])=[O:7])[CH3:14])[CH3:13])[C:56]1[CH:61]=[CH:60][CH:59]=[CH:58][CH:57]=1)=[O:44])[CH3:41], predict the reactants needed to synthesize it. (3) The reactants are: [Br:1][C:2]1[CH:3]=[CH:4][C:5]([O:10][N:11]=C(C)C)=[C:6]([CH:9]=1)[C:7]#[N:8]. Given the product [Br:1][C:2]1[CH:3]=[CH:4][C:5]2[O:10][N:11]=[C:7]([NH2:8])[C:6]=2[CH:9]=1, predict the reactants needed to synthesize it. (4) Given the product [CH:5]1[C:6]([C:10]([OH:12])=[O:11])=[CH:7][CH:8]=[C:9]2[C:4]=1[C:3]1[C:2]([NH:1]2)=[C:2]2[NH:1][C:9]3[CH:8]=[CH:7][C:6]([C:10]([OH:13])=[O:13])=[CH:5][C:4]=3[C:3]2=[C:2]2[NH:1][C:9]3[CH:8]=[CH:7][C:6]([C:10]([OH:12])=[O:11])=[CH:5][C:4]=3[C:3]=12, predict the reactants needed to synthesize it. The reactants are: [NH:1]1[C:9]2[C:4](=[CH:5][C:6]([C:10]([OH:12])=[O:11])=[CH:7][CH:8]=2)[CH:3]=[CH:2]1.[OH2:13]. (5) Given the product [Cl:2][C:3]1[CH:11]=[CH:10][CH:9]=[C:5]([C:6]([NH:23][C:22]2[CH:24]=[CH:25][C:26]([C:28]([F:37])([C:29]([F:30])([F:31])[F:32])[C:33]([F:34])([F:35])[F:36])=[CH:27][C:21]=2[CH3:20])=[O:8])[C:4]=1[C:12]([NH:14][C@@H:15]([CH3:19])[CH2:16][S:17][CH3:18])=[O:13], predict the reactants needed to synthesize it. The reactants are: [Li].[Cl:2][C:3]1[C:4]([C:12]([NH:14][C@@H:15]([CH3:19])[CH2:16][S:17][CH3:18])=[O:13])=[C:5]([CH:9]=[CH:10][CH:11]=1)[C:6]([O-:8])=O.[CH3:20][C:21]1[CH:27]=[C:26]([C:28]([F:37])([C:33]([F:36])([F:35])[F:34])[C:29]([F:32])([F:31])[F:30])[CH:25]=[CH:24][C:22]=1[NH2:23].